Dataset: Full USPTO retrosynthesis dataset with 1.9M reactions from patents (1976-2016). Task: Predict the reactants needed to synthesize the given product. (1) Given the product [CH2:1]([O:3][C:4](=[O:32])[CH2:5][CH2:6][N:7]1[CH:13]=[C:12]([CH:15]([CH3:17])[CH3:16])[C:11]([C:19]2[CH:24]=[CH:23][C:22]([CH2:25][CH2:26][C:27]([CH3:29])([CH3:30])[CH3:28])=[C:21]([Cl:31])[CH:20]=2)([CH3:18])[NH:10][C:8]1=[O:9])[CH3:2], predict the reactants needed to synthesize it. The reactants are: [CH2:1]([O:3][C:4](=[O:32])[CH2:5][CH2:6][NH:7][C:8]([NH:10][C:11]([C:19]1[CH:24]=[CH:23][C:22]([CH2:25][CH2:26][C:27]([CH3:30])([CH3:29])[CH3:28])=[C:21]([Cl:31])[CH:20]=1)([CH3:18])[CH:12]([CH:15]([CH3:17])[CH3:16])[CH:13]=C)=[O:9])[CH3:2].CSC. (2) The reactants are: [Cl:1][C:2]1[N:7]=[C:6](Cl)[C:5]([N+:9]([O-:11])=[O:10])=[CH:4][N:3]=1.[NH2:12][C:13]1[CH:18]=[CH:17][CH:16]=[CH:15][C:14]=1[C:19]([C:21]1[CH:26]=[CH:25][CH:24]=[CH:23][CH:22]=1)=[O:20].C(N(CC)C(C)C)(C)C. Given the product [Cl:1][C:2]1[N:7]=[C:6]([NH:12][C:13]2[CH:18]=[CH:17][CH:16]=[CH:15][C:14]=2[C:19]([C:21]2[CH:22]=[CH:23][CH:24]=[CH:25][CH:26]=2)=[O:20])[C:5]([N+:9]([O-:11])=[O:10])=[CH:4][N:3]=1, predict the reactants needed to synthesize it.